Dataset: Full USPTO retrosynthesis dataset with 1.9M reactions from patents (1976-2016). Task: Predict the reactants needed to synthesize the given product. (1) Given the product [CH2:17]([O:24][C:25]1[CH:26]=[C:27]2[C:31](=[CH:32][CH:33]=1)[N:30]([CH2:12][C:11]1[CH:14]=[CH:15][CH:16]=[C:9]([O:8][CH3:7])[CH:10]=1)[C:29]([C:34]([O:36][CH2:37][CH3:38])=[O:35])=[C:28]2[Br:39])[C:18]1[CH:19]=[CH:20][CH:21]=[CH:22][CH:23]=1, predict the reactants needed to synthesize it. The reactants are: C(=O)([O-])[O-].[K+].[K+].[CH3:7][O:8][C:9]1[CH:10]=[C:11]([CH:14]=[CH:15][CH:16]=1)[CH2:12]Br.[CH2:17]([O:24][C:25]1[CH:26]=[C:27]2[C:31](=[CH:32][CH:33]=1)[NH:30][C:29]([C:34]([O:36][CH2:37][CH3:38])=[O:35])=[C:28]2[Br:39])[C:18]1[CH:23]=[CH:22][CH:21]=[CH:20][CH:19]=1. (2) Given the product [O:12]=[C:8]1[CH2:7][CH2:6][CH2:5][C:4]2[CH:3]=[C:2]([NH:1][C:13](=[O:15])[CH3:14])[CH:11]=[CH:10][C:9]1=2, predict the reactants needed to synthesize it. The reactants are: [NH2:1][C:2]1[CH:3]=[C:4]2[C:9](=[CH:10][CH:11]=1)[C:8](=[O:12])[CH2:7][CH2:6][CH2:5]2.[C:13](OC(=O)C)(=[O:15])[CH3:14]. (3) Given the product [ClH:60].[OH:8][C:9]1[CH:14]=[CH:13][C:12]([C:15]2[C:24]3[C:23](=[O:25])[NH:22][C:21]4[CH:26]=[C:27]([N:30]5[CH2:31][CH2:32][NH:33][CH2:34][CH2:35]5)[CH:28]=[CH:29][C:20]=4[C:19]=3[C:18]3[C:36]([CH3:48])=[N:37][NH:38][C:17]=3[N:16]=2)=[CH:11][C:10]=1[C:49]([F:52])([F:51])[F:50], predict the reactants needed to synthesize it. The reactants are: C([O:8][C:9]1[CH:14]=[CH:13][C:12]([C:15]2[C:24]3[C:23](=[O:25])[NH:22][C:21]4[CH:26]=[C:27]([N:30]5[CH2:35][CH2:34][NH:33][CH2:32][CH2:31]5)[CH:28]=[CH:29][C:20]=4[C:19]=3[C:18]3[C:36]([CH3:48])=[N:37][N:38](CC4C=CC(OC)=CC=4)[C:17]=3[N:16]=2)=[CH:11][C:10]=1[C:49]([F:52])([F:51])[F:50])C1C=CC=CC=1.C(OC(C)C)(C)C.[ClH:60].O1CCOCC1. (4) Given the product [F:49][C:46]1[CH:47]=[CH:48][C:43]([N:34]([C:31]2[CH:32]=[CH:33][C:28]([NH:27][C:26]3[CH:25]=[CH:24][N:23]=[C:22]4[NH:50][C:19]([C:17]([NH:8][CH2:7][CH2:6][C:4]5[N:3]=[CH:2][NH:1][CH:5]=5)=[O:18])=[CH:20][C:21]=34)=[CH:29][CH:30]=2)[C:35]([C:37]2([C:40]([NH2:42])=[O:41])[CH2:38][CH2:39]2)=[O:36])=[CH:44][CH:45]=1, predict the reactants needed to synthesize it. The reactants are: [NH:1]1[CH:5]=[C:4]([CH2:6][CH2:7][NH2:8])[N:3]=[CH:2]1.C1(N)CC1.C1(N[C:17]([C:19]2[NH:50][C:22]3=[N:23][CH:24]=[CH:25][C:26]([NH:27][C:28]4[CH:33]=[CH:32][C:31]([N:34]([C:43]5[CH:48]=[CH:47][C:46]([F:49])=[CH:45][CH:44]=5)[C:35]([C:37]5([C:40]([NH2:42])=[O:41])[CH2:39][CH2:38]5)=[O:36])=[CH:30][CH:29]=4)=[C:21]3[CH:20]=2)=[O:18])CC1. (5) Given the product [C@@H:1]1([N:9]2[CH:16]=[CH:15][C:13]([NH2:18])=[N:12][C:10]2=[O:11])[O:8][C@H:5]([CH2:6][OH:7])[C@@H:3]([OH:4])[CH2:2]1, predict the reactants needed to synthesize it. The reactants are: [C@@H:1]1([N:9]2[CH:16]=[CH:15][C:13](=O)[NH:12][C:10]2=[O:11])[O:8][C@H:5]([CH2:6][OH:7])[C@@H:3]([OH:4])[CH2:2]1.C[N:18](C)C=O. (6) Given the product [CH3:41][O:40][C:34]1[CH:33]=[C:32]2[C:37](=[CH:36][C:35]=1[O:38][CH3:39])[C:28]1=[C:27]([C:44]([O:46][CH2:47][CH3:48])=[O:45])[C:26]([C:22]3[CH:23]=[CH:24][CH:25]=[C:20]([N:19]4[CH2:10][CH2:11][CH2:1][CH2:2][CH2:3]4)[CH:21]=3)=[C:42]([CH3:43])[N:29]1[CH2:30][CH2:31]2, predict the reactants needed to synthesize it. The reactants are: [CH2:1]1[CH2:11][CH2:10]N2C(=NCCC2)[CH2:3][CH2:2]1.BrCCCCCBr.[NH2:19][C:20]1[CH:21]=[C:22]([C:26]2[C:27]([C:44]([O:46][CH2:47][CH3:48])=[O:45])=[C:28]3[C:37]4[C:32](=[CH:33][C:34]([O:40][CH3:41])=[C:35]([O:38][CH3:39])[CH:36]=4)[CH2:31][CH2:30][N:29]3[C:42]=2[CH3:43])[CH:23]=[CH:24][CH:25]=1. (7) Given the product [O:15]=[S:2]1(=[O:1])[CH:6]([CH2:7][CH2:8][CH3:9])[C:5]2[C:10]([Cl:14])=[CH:11][CH:12]=[C:13]([N+:16]([O-:18])=[O:17])[C:4]=2[NH:3]1, predict the reactants needed to synthesize it. The reactants are: [O:1]=[S:2]1(=[O:15])[CH:6]([CH2:7][CH2:8][CH3:9])[C:5]2[C:10]([Cl:14])=[CH:11][CH:12]=[CH:13][C:4]=2[NH:3]1.[N+:16]([O-])([O-:18])=[O:17].[NH4+].FC(F)(F)C(OC(=O)C(F)(F)F)=O.